From a dataset of Forward reaction prediction with 1.9M reactions from USPTO patents (1976-2016). Predict the product of the given reaction. (1) Given the reactants Cl[C:2]1[N:7]=[CH:6][C:5]([C:8]([OH:10])=[O:9])=[CH:4][N:3]=1.[CH3:11][Si](C=[N+]=[N-])(C)C.[CH3:18][N:19]1[CH2:24][CH2:23][NH:22][CH2:21][CH2:20]1.C(N(CC)CC)C, predict the reaction product. The product is: [CH3:18][N:19]1[CH2:24][CH2:23][N:22]([C:2]2[N:7]=[CH:6][C:5]([C:8]([O:10][CH3:11])=[O:9])=[CH:4][N:3]=2)[CH2:21][CH2:20]1. (2) Given the reactants C(OC([NH:11][C@H:12]1[CH2:18][CH2:17][CH2:16][CH2:15][N:14]([CH2:19][C:20]([O:22][C:23]([CH3:26])([CH3:25])[CH3:24])=[O:21])[C:13]1=[O:27])=O)C1C=CC=CC=1, predict the reaction product. The product is: [NH2:11][C@H:12]1[CH2:18][CH2:17][CH2:16][CH2:15][N:14]([CH2:19][C:20]([O:22][C:23]([CH3:25])([CH3:24])[CH3:26])=[O:21])[C:13]1=[O:27]. (3) Given the reactants [CH:1]1[C:10]2[C:5](=[CH:6][C:7]([C:11]([O:13][CH3:14])=[O:12])=[CH:8][CH:9]=2)[CH:4]=[CH:3][C:2]=1[C:15]([O:17][CH3:18])=[O:16].[CH2:19]([OH:23])[CH2:20][CH2:21][OH:22], predict the reaction product. The product is: [CH:6]1[C:5]2[C:10](=[CH:1][C:2]([C:15]([O:17][CH3:18])=[O:16])=[CH:3][CH:4]=2)[CH:9]=[CH:8][C:7]=1[C:11]([O:13][CH3:14])=[O:12].[CH2:19]([OH:23])[CH2:20][CH2:21][OH:22]. (4) Given the reactants C(OC([N:8]1[C:16]2[C:11](=[CH:12][CH:13]=[C:14]([F:17])[CH:15]=2)[C:10]([C:18]2[CH:19]=[CH:20][C:21]3[S:25](=[O:27])(=[O:26])[NH:24][CH:23]([C:28]([O:30][CH3:31])=[O:29])[C:22]=3[CH:32]=2)=[CH:9]1)=O)(C)(C)C.Cl.CO, predict the reaction product. The product is: [F:17][C:14]1[CH:15]=[C:16]2[C:11]([C:10]([C:18]3[CH:19]=[CH:20][C:21]4[S:25](=[O:27])(=[O:26])[NH:24][CH:23]([C:28]([O:30][CH3:31])=[O:29])[C:22]=4[CH:32]=3)=[CH:9][NH:8]2)=[CH:12][CH:13]=1.